Dataset: Catalyst prediction with 721,799 reactions and 888 catalyst types from USPTO. Task: Predict which catalyst facilitates the given reaction. (1) Reactant: [CH3:1][C:2]1([CH3:11])[CH2:7][C:6](=O)[CH2:5][C:4]([CH3:10])([CH3:9])[O:3]1.S([CH2:22][N+:23]#[C-])(C1C=CC(C)=CC=1)(=O)=O.C(O)(C)(C)C.CC(C)([O-])C.[K+]. Product: [CH3:1][C:2]1([CH3:11])[CH2:7][CH:6]([C:22]#[N:23])[CH2:5][C:4]([CH3:10])([CH3:9])[O:3]1. The catalyst class is: 216. (2) Reactant: O=P12OP3(OP(OP(O3)(O1)=O)(=O)O2)=O.[CH3:15][O:16][CH2:17][CH2:18][O:19][C:20]1[C:29]2[C:24](=[CH:25][CH:26]=[CH:27][CH:28]=2)[CH:23]=[CH:22][CH:21]=1.[CH2:30]1[S:34](=O)[CH2:33][CH2:32][CH2:31]1.C(OC(C)C)(C)C.[CH3:43][S:44]([OH:47])(=[O:46])=[O:45]. Product: [CH3:43][S:44]([O-:47])(=[O:46])=[O:45].[CH3:15][O:16][CH2:17][CH2:18][O:19][C:20]1[C:29]2[C:24](=[CH:25][CH:26]=[CH:27][CH:28]=2)[C:23]([S+:34]2[CH2:30][CH2:31][CH2:32][CH2:33]2)=[CH:22][CH:21]=1. The catalyst class is: 6. (3) Reactant: [C:1]1([CH3:9])[CH:6]=[CH:5][C:4]([Mg]Br)=[CH:3][CH:2]=1.[Cl-].C([C:14]1[CH:19]=[CH:18][CH:17]=[C:16](C(C)C)[C:15]=1[N+]1C=CN([C:14]2[C:19](C(C)C)=[CH:18][CH:17]=[CH:16][C:15]=2C(C)C)C=1)(C)C.BrC1C=CC=CC=1.[Cl-].[NH4+]. Product: [CH3:9][C:1]1[CH:6]=[CH:5][C:4]([C:14]2[CH:19]=[CH:18][CH:17]=[CH:16][CH:15]=2)=[CH:3][CH:2]=1. The catalyst class is: 323. (4) Product: [Cl:14][C:15]1[CH:16]=[C:17]([CH:34]=[CH:35][C:36]=1[Cl:37])[O:18][C:19]1[C:24](=[O:25])[NH:23][C:22]([C:26]2[N:27]=[C:6]([C:7]([F:8])([F:9])[F:10])[O:11][N:28]=2)=[N:21][C:20]=1[C:30]([F:33])([F:32])[F:31]. Reactant: [F:8][C:7]([F:10])([F:9])[C:6](O[C:6](=[O:11])[C:7]([F:10])([F:9])[F:8])=[O:11].[Cl:14][C:15]1[CH:16]=[C:17]([CH:34]=[CH:35][C:36]=1[Cl:37])[O:18][C:19]1[C:24](=[O:25])[NH:23][C:22]([C:26](=[N:28]O)[NH2:27])=[N:21][C:20]=1[C:30]([F:33])([F:32])[F:31].O. The catalyst class is: 17. (5) The catalyst class is: 29. Reactant: [N+:1]([C:4]1[CH:5]=[N:6][CH:7]=[CH:8][C:9]=1[NH:10][C:11]1[CH:16]=[CH:15][C:14]([NH:17][C:18](=[O:24])[O:19][C:20]([CH3:23])([CH3:22])[CH3:21])=[CH:13][CH:12]=1)([O-])=O. Product: [NH2:1][C:4]1[CH:5]=[N:6][CH:7]=[CH:8][C:9]=1[NH:10][C:11]1[CH:12]=[CH:13][C:14]([NH:17][C:18](=[O:24])[O:19][C:20]([CH3:22])([CH3:21])[CH3:23])=[CH:15][CH:16]=1. (6) Reactant: [Cl:1][C:2]1[S:3][C:4]([CH2:7][N:8]2[CH2:12][CH2:11][S:10][C:9]2=[NH:13])=[CH:5][N:6]=1.C(=O)([O-])[O-].[Na+].[Na+].[C:20](Cl)(=[O:27])[C:21]1[CH:26]=[CH:25][CH:24]=[CH:23][CH:22]=1. Product: [Cl:1][C:2]1[S:3][C:4]([CH2:7][N:8]2[CH2:12][CH2:11][S:10][C:9]2=[N:13][C:20](=[O:27])[C:21]2[CH:26]=[CH:25][CH:24]=[CH:23][CH:22]=2)=[CH:5][N:6]=1. The catalyst class is: 408. (7) Product: [C:46]([O:45][C:43]([NH:35][C@@H:36]([CH:37]([CH3:39])[CH3:38])[C:40]([O:30][C@H:23]([CH2:24][S:25]([CH2:28][CH3:29])(=[O:26])=[O:27])[CH2:22][O:21][C:18]1[CH:19]=[CH:20][C:15]([N:13]2[CH2:14][C:10]3[CH:9]=[C:8]([C:5]4[CH:6]=[CH:7][C:2]([Cl:1])=[CH:3][CH:4]=4)[S:34][C:11]=3[C:12]2=[O:33])=[CH:16][C:17]=1[O:31][CH3:32])=[O:41])=[O:44])([CH3:49])([CH3:48])[CH3:47]. Reactant: [Cl:1][C:2]1[CH:7]=[CH:6][C:5]([C:8]2[S:34][C:11]3[C:12](=[O:33])[N:13]([C:15]4[CH:20]=[CH:19][C:18]([O:21][CH2:22][C@H:23]([OH:30])[CH2:24][S:25]([CH2:28][CH3:29])(=[O:27])=[O:26])=[C:17]([O:31][CH3:32])[CH:16]=4)[CH2:14][C:10]=3[CH:9]=2)=[CH:4][CH:3]=1.[NH:35]([C:43]([O:45][C:46]([CH3:49])([CH3:48])[CH3:47])=[O:44])[C@H:36]([C:40](O)=[O:41])[CH:37]([CH3:39])[CH3:38].CC(C)N=C=NC(C)C. The catalyst class is: 79. (8) Reactant: [CH3:1][O:2][CH2:3][CH2:4][NH2:5].[Br:6][C:7]1[CH:8]=[C:9]([CH:12]=[CH:13][CH:14]=1)[CH2:10]Br.CCN(CC)CC. The catalyst class is: 57. Product: [Br:6][C:7]1[CH:8]=[C:9]([CH:12]=[CH:13][CH:14]=1)[CH2:10][NH:5][CH2:4][CH2:3][O:2][CH3:1]. (9) Reactant: [C:1]([O:5][C:6](=[O:24])[NH:7][C:8]([C:16]1[CH:21]=[C:20]([Br:22])[CH:19]=[CH:18][C:17]=1[F:23])([CH2:12][N+:13]([O-])=O)[CH:9]([F:11])[F:10])([CH3:4])([CH3:3])[CH3:2]. Product: [C:1]([O:5][C:6](=[O:24])[NH:7][C:8]([CH2:12][NH2:13])([C:16]1[CH:21]=[C:20]([Br:22])[CH:19]=[CH:18][C:17]=1[F:23])[CH:9]([F:11])[F:10])([CH3:4])([CH3:2])[CH3:3]. The catalyst class is: 183. (10) Reactant: [CH2:1]([O:8][C:9]1[CH:10]=[C:11]2[C:16](=[CH:17][C:18]=1[O:19][CH3:20])[NH:15][C:14](=[O:21])[CH:13]=[N:12]2)[C:2]1[CH:7]=[CH:6][CH:5]=[CH:4][CH:3]=1.C(OC1C=C2C(N=CC(=O)N2)=CC=1OC)C1C=CC=CC=1.CCN(CC)CC.[O:50](S(C(F)(F)F)(=O)=O)[S:51]([C:54]([F:57])([F:56])[F:55])(=O)=[O:52]. Product: [F:55][C:54]([F:57])([F:56])[S:51]([O:21][C:14]1[CH:13]=[N:12][C:11]2[C:16](=[CH:17][C:18]([O:19][CH3:20])=[C:9]([O:8][CH2:1][C:2]3[CH:3]=[CH:4][CH:5]=[CH:6][CH:7]=3)[CH:10]=2)[N:15]=1)(=[O:52])=[O:50]. The catalyst class is: 2.